From a dataset of Full USPTO retrosynthesis dataset with 1.9M reactions from patents (1976-2016). Predict the reactants needed to synthesize the given product. (1) Given the product [CH3:18][C:19]1[CH:28]=[C:27]([C:2]2[N:6]=[CH:5][N:4]([C:7]3[CH:12]=[CH:11][C:10]([O:13][C:14]([F:17])([F:16])[F:15])=[CH:9][CH:8]=3)[N:3]=2)[CH:26]=[CH:25][C:20]=1[C:21]([O:23][CH3:24])=[O:22], predict the reactants needed to synthesize it. The reactants are: Br[C:2]1[N:6]=[CH:5][N:4]([C:7]2[CH:12]=[CH:11][C:10]([O:13][C:14]([F:17])([F:16])[F:15])=[CH:9][CH:8]=2)[N:3]=1.[CH3:18][C:19]1[CH:28]=[C:27](B2OC(C)(C)C(C)(C)O2)[CH:26]=[CH:25][C:20]=1[C:21]([O:23][CH3:24])=[O:22].C(=O)(O)[O-].[Na+].O1CCOCC1. (2) Given the product [F:1][C:2]1[CH:3]=[C:4]2[C:15](=[CH:6][C:7]=1[F:8])[C:14](=[O:18])[CH2:10][CH2:9]2, predict the reactants needed to synthesize it. The reactants are: [F:1][C:2]1[CH:3]=[C:4]([CH:9](C)[C:10](O)=O)C=[CH:6][C:7]=1[F:8].[C:14](Cl)(=[O:18])[C:15](Cl)=O. (3) The reactants are: [CH:1]1[CH:2]=[CH:3][C:4]([NH:7][C:8]2[CH:9]=[CH:10][C:11]([NH:14][C:15]3[CH:16]=[CH:17][CH:18]=[CH:19][CH:20]=3)=[CH:12][CH:13]=2)=[CH:5][CH:6]=1.I[C:22]1[CH:27]=[CH:26][CH:25]=[CH:24][CH:23]=1.C([O-])([O-])=O.[K+].[K+]. Given the product [C:15]1([N:14]([C:1]2[CH:2]=[CH:3][CH:4]=[CH:5][CH:6]=2)[C:11]2[CH:12]=[CH:13][C:8]([N:7]([C:22]3[CH:27]=[CH:26][CH:25]=[CH:24][CH:23]=3)[C:4]3[CH:3]=[CH:2][CH:1]=[CH:6][CH:5]=3)=[CH:9][CH:10]=2)[CH:20]=[CH:19][CH:18]=[CH:17][CH:16]=1, predict the reactants needed to synthesize it. (4) Given the product [F:1][C:2]1[CH:3]=[C:4]([C:13]2[CH:14]=[C:15]([C:26]3[CH:31]=[CH:30][C:29]([O:32][CH2:33][CH2:34][OH:35])=[CH:28][CH:27]=3)[CH:16]=[C:17]([OH:19])[CH:18]=2)[CH:5]=[CH:6][C:7]=1[O:8][CH2:9][CH2:10][CH2:11][OH:12], predict the reactants needed to synthesize it. The reactants are: [F:1][C:2]1[CH:3]=[C:4]([C:13]2[CH:14]=[C:15]([C:26]3[CH:31]=[CH:30][C:29]([O:32][CH2:33][CH2:34][O:35]COCCOC)=[CH:28][CH:27]=3)[CH:16]=[C:17]([O:19]COCCOC)[CH:18]=2)[CH:5]=[CH:6][C:7]=1[O:8][CH2:9][CH2:10][CH2:11][OH:12].Cl.